From a dataset of Full USPTO retrosynthesis dataset with 1.9M reactions from patents (1976-2016). Predict the reactants needed to synthesize the given product. Given the product [CH3:1][O:2][C:3]([C:5]1[C:13]2[C:8](=[C:9]([O:14][CH2:20][CH2:19][O:18][CH3:17])[N:10]=[CH:11][CH:12]=2)[N:7]([CH2:22][CH2:23][O:24][CH3:25])[CH:6]=1)=[O:4], predict the reactants needed to synthesize it. The reactants are: [CH3:1][O:2][C:3]([C:5]1[C:13]2[C:8](=[C:9]([OH:14])[N:10]=[CH:11][CH:12]=2)[NH:7][CH:6]=1)=[O:4].[H-].[Na+].[CH3:17][O:18][CH2:19][CH2:20]Br.[CH3:22][CH2:23][O:24][C:25](C)=O.